This data is from Forward reaction prediction with 1.9M reactions from USPTO patents (1976-2016). The task is: Predict the product of the given reaction. (1) Given the reactants [Br:1][C:2]1[N:3]=[C:4]([CH:7]=O)[S:5][CH:6]=1.[CH:9]1([NH2:12])[CH2:11][CH2:10]1.C(O[BH-](OC(=O)C)OC(=O)C)(=O)C.[Na+].C(=O)([O-])O.[Na+], predict the reaction product. The product is: [Br:1][C:2]1[N:3]=[C:4]([CH2:7][NH:12][CH:9]2[CH2:11][CH2:10]2)[S:5][CH:6]=1. (2) Given the reactants [CH3:1][O:2][C:3]1[CH:18]=[CH:17][C:6]([C:7]([O:9][CH2:10][C:11]2[CH:16]=[CH:15][CH:14]=[CH:13][CH:12]=2)=[O:8])=[CH:5][C:4]=1[N+:19]([O-])=O.[Cl-].[NH4+], predict the reaction product. The product is: [NH2:19][C:4]1[CH:5]=[C:6]([CH:17]=[CH:18][C:3]=1[O:2][CH3:1])[C:7]([O:9][CH2:10][C:11]1[CH:16]=[CH:15][CH:14]=[CH:13][CH:12]=1)=[O:8]. (3) The product is: [Cl:22][C:7]1[CH:8]=[C:9]2[C:4](=[CH:5][CH:6]=1)[N:3]=[C:2]([C:34]1[CH:33]=[CH:32][C:31]([CH2:30][N:27]3[CH2:28][CH2:29][O:24][CH2:25][CH2:26]3)=[CH:36][CH:35]=1)[CH:11]=[C:10]2[C:12]([NH:14][CH2:15][CH2:16][N:17]1[CH2:21][CH2:20][CH2:19][CH2:18]1)=[O:13]. Given the reactants Cl[C:2]1[CH:11]=[C:10]([C:12]([NH:14][CH2:15][CH2:16][N:17]2[CH2:21][CH2:20][CH2:19][CH2:18]2)=[O:13])[C:9]2[C:4](=[CH:5][CH:6]=[C:7]([Cl:22])[CH:8]=2)[N:3]=1.Cl.[O:24]1[CH2:29][CH2:28][N:27]([CH2:30][C:31]2[CH:36]=[CH:35][C:34](B(O)O)=[CH:33][CH:32]=2)[CH2:26][CH2:25]1.P([O-])([O-])([O-])=O.[K+].[K+].[K+], predict the reaction product. (4) Given the reactants [N:1]([C@@H:4]1[CH2:9][N:8](C(OC(C)(C)C)=O)[CH2:7][C@@H:6]([C:17]([O:19][CH3:20])=[O:18])[CH2:5]1)=[N+:2]=[N-:3].[ClH:21], predict the reaction product. The product is: [ClH:21].[N:1]([C@H:4]1[CH2:9][NH:8][CH2:7][C@@H:6]([C:17]([O:19][CH3:20])=[O:18])[CH2:5]1)=[N+:2]=[N-:3]. (5) Given the reactants [Cl:1][C:2]1[S:6][C:5]([C:7]([OH:9])=O)=[CH:4][CH:3]=1.[NH2:10][C@H:11]([CH2:30][O:31][CH2:32][C:33]1[CH:38]=[CH:37][CH:36]=[CH:35][CH:34]=1)[C:12]([NH:14][C:15]1[CH:20]=[CH:19][C:18]([N:21]2[CH2:27][CH2:26][CH2:25][N:24]([CH3:28])[CH2:23][CH2:22]2)=[C:17]([Cl:29])[CH:16]=1)=[O:13].CN(C(ON1N=NC2C=CC=CC1=2)=[N+](C)C)C.[B-](F)(F)(F)F.CN1CCOCC1, predict the reaction product. The product is: [CH2:32]([O:31][CH2:30][C@@H:11]([NH:10][C:7]([C:5]1[S:6][C:2]([Cl:1])=[CH:3][CH:4]=1)=[O:9])[C:12](=[O:13])[NH:14][C:15]1[CH:20]=[CH:19][C:18]([N:21]2[CH2:27][CH2:26][CH2:25][N:24]([CH3:28])[CH2:23][CH2:22]2)=[C:17]([Cl:29])[CH:16]=1)[C:33]1[CH:38]=[CH:37][CH:36]=[CH:35][CH:34]=1. (6) Given the reactants [CH3:1][N:2]([CH3:13])[CH2:3][CH2:4][CH2:5][CH2:6][CH2:7][CH2:8][CH2:9][CH2:10][CH2:11][CH3:12].[C:14](=[O:19])([O:17]C)[O:15][CH3:16], predict the reaction product. The product is: [CH3:16][O:15][C:14](=[O:17])[O-:19].[CH3:1][N+:2]([CH3:14])([CH3:13])[CH2:3][CH2:4][CH2:5][CH2:6][CH2:7][CH2:8][CH2:9][CH2:10][CH2:11][CH3:12].